Task: Regression. Given two drug SMILES strings and cell line genomic features, predict the synergy score measuring deviation from expected non-interaction effect.. Dataset: NCI-60 drug combinations with 297,098 pairs across 59 cell lines (1) Drug 1: C1CCN(CC1)CCOC2=CC=C(C=C2)C(=O)C3=C(SC4=C3C=CC(=C4)O)C5=CC=C(C=C5)O. Drug 2: CC(C)NC(=O)C1=CC=C(C=C1)CNNC.Cl. Cell line: SW-620. Synergy scores: CSS=-3.73, Synergy_ZIP=0.689, Synergy_Bliss=-2.38, Synergy_Loewe=-12.4, Synergy_HSA=-10.2. (2) Drug 1: CC1=C(C=C(C=C1)NC(=O)C2=CC=C(C=C2)CN3CCN(CC3)C)NC4=NC=CC(=N4)C5=CN=CC=C5. Drug 2: C1=CC=C(C(=C1)C(C2=CC=C(C=C2)Cl)C(Cl)Cl)Cl. Cell line: NCIH23. Synergy scores: CSS=1.63, Synergy_ZIP=0.599, Synergy_Bliss=4.60, Synergy_Loewe=2.01, Synergy_HSA=2.40.